From a dataset of Full USPTO retrosynthesis dataset with 1.9M reactions from patents (1976-2016). Predict the reactants needed to synthesize the given product. (1) Given the product [Cl:6][C:7]1[CH:12]=[C:11]([C:13]([F:14])([F:15])[F:16])[CH:10]=[C:9]([Cl:17])[C:8]=1[CH:21]=[O:22], predict the reactants needed to synthesize it. The reactants are: [Li]CCCC.[Cl:6][C:7]1[CH:12]=[C:11]([C:13]([F:16])([F:15])[F:14])[CH:10]=[C:9]([Cl:17])[CH:8]=1.CN([CH:21]=[O:22])C. (2) Given the product [CH3:1][N:2]([CH2:13][C:10]1[CH:11]=[CH:12][N:7]2[N:6]=[C:5]([CH3:4])[C:19]([C:20]3[C:21](=[O:36])[NH:22][C:23](=[O:35])[C:24]=3[C:25]3[C:33]4[C:28](=[C:29]([CH3:34])[CH:30]=[CH:31][CH:32]=4)[NH:27][CH:26]=3)=[C:8]2[CH:9]=1)[CH3:3], predict the reactants needed to synthesize it. The reactants are: [CH3:1][NH:2][CH3:3].[CH3:4][C:5]1[C:19]([C:20]2[C:21](=[O:36])[NH:22][C:23](=[O:35])[C:24]=2[C:25]2[C:33]3[C:28](=[C:29]([CH3:34])[CH:30]=[CH:31][CH:32]=3)[NH:27][CH:26]=2)=[C:8]2[CH:9]=[C:10]([CH2:13]OS(C)(=O)=O)[CH:11]=[CH:12][N:7]2[N:6]=1. (3) Given the product [C:23]([C:22]1[CH:25]=[CH:26][C:19]([CH2:18][N:11]([CH:12]([CH2:15][CH3:16])[CH2:13][CH3:14])[S:8]([C:5]2[CH:4]=[CH:3][C:2]([F:1])=[CH:7][CH:6]=2)(=[O:10])=[O:9])=[C:20]([F:27])[CH:21]=1)#[N:24], predict the reactants needed to synthesize it. The reactants are: [F:1][C:2]1[CH:7]=[CH:6][C:5]([S:8]([NH:11][CH:12]([CH2:15][CH3:16])[CH2:13][CH3:14])(=[O:10])=[O:9])=[CH:4][CH:3]=1.Br[CH2:18][C:19]1[CH:26]=[CH:25][C:22]([C:23]#[N:24])=[CH:21][C:20]=1[F:27].C([O-])([O-])=O.[K+].[K+].